From a dataset of Cav3 T-type calcium channel HTS with 100,875 compounds. Binary Classification. Given a drug SMILES string, predict its activity (active/inactive) in a high-throughput screening assay against a specified biological target. The drug is s1c(c(N\N=C(\c2c(F)cc(F)cc2)C)c(c1)C)C(OC)=O. The result is 0 (inactive).